Task: Predict which catalyst facilitates the given reaction.. Dataset: Catalyst prediction with 721,799 reactions and 888 catalyst types from USPTO (1) Reactant: [OH:1][C:2]1[CH:3]=[CH:4][C:5]([C:8]([N:10]2[CH2:15][CH2:14][CH2:13][CH2:12][CH2:11]2)=O)=[N:6][CH:7]=1. Product: [NH3:6].[N:10]1([CH2:8][C:5]2[N:6]=[CH:7][C:2]([OH:1])=[CH:3][CH:4]=2)[CH2:15][CH2:14][CH2:13][CH2:12][CH2:11]1. The catalyst class is: 1. (2) Reactant: C(P(CCCC)CCCC)CCC.[CH2:14]([O:21][CH:22]([CH:58]([C:65]1[CH:70]=[CH:69][CH:68]=[CH:67][CH:66]=1)[C:59]1[CH:64]=[CH:63][CH:62]=[CH:61][CH:60]=1)[C:23]([NH:25][C:26]1[CH:31]=[CH:30][CH:29]=[C:28]([F:32])[C:27]=1[CH2:33][CH2:34][C@H:35]([NH:48][S:49]([C:52]1[CH:57]=[CH:56][CH:55]=[CH:54][CH:53]=1)(=[O:51])=[O:50])[CH2:36][N:37]([CH2:45][CH2:46]O)[C:38](=[O:44])[O:39][C:40]([CH3:43])([CH3:42])[CH3:41])=[O:24])[C:15]1[CH:20]=[CH:19][CH:18]=[CH:17][CH:16]=1.N(C(N1CCCCC1)=O)=NC(N1CCCCC1)=O. Product: [CH2:14]([O:21][CH:22]([CH:58]([C:65]1[CH:66]=[CH:67][CH:68]=[CH:69][CH:70]=1)[C:59]1[CH:64]=[CH:63][CH:62]=[CH:61][CH:60]=1)[C:23]([NH:25][C:26]1[CH:31]=[CH:30][CH:29]=[C:28]([F:32])[C:27]=1[CH2:33][CH2:34][C@@H:35]1[N:48]([S:49]([C:52]2[CH:53]=[CH:54][CH:55]=[CH:56][CH:57]=2)(=[O:51])=[O:50])[CH2:46][CH2:45][N:37]([C:38]([O:39][C:40]([CH3:43])([CH3:41])[CH3:42])=[O:44])[CH2:36]1)=[O:24])[C:15]1[CH:20]=[CH:19][CH:18]=[CH:17][CH:16]=1. The catalyst class is: 1.